From a dataset of hERG potassium channel inhibition data for cardiac toxicity prediction from Karim et al.. Regression/Classification. Given a drug SMILES string, predict its toxicity properties. Task type varies by dataset: regression for continuous values (e.g., LD50, hERG inhibition percentage) or binary classification for toxic/non-toxic outcomes (e.g., AMES mutagenicity, cardiotoxicity, hepatotoxicity). Dataset: herg_karim. (1) The drug is C[C@H]1C[C@H]2CSC(N)=N[C@@]2(c2nc(NC(=O)c3ccc(OC(F)F)cn3)ccc2F)CO1. The result is 1 (blocker). (2) The drug is CN(C)C(=N)c1ccc(C(=O)Nc2ccc(Sc3ccc(C(=O)N(C)C)cc3)cc2C(=O)Nc2ccc(Cl)cn2)cc1. The result is 1 (blocker). (3) The compound is Cn1ncc(C(=O)N2CCC(Nc3cc(=O)[nH]c4ccccc34)CC2)c1Cl. The result is 0 (non-blocker). (4) The molecule is Cc1c2c(n3c1CCCN1CCCC[C@@H]1CNc1cc-3ccc1C(N)=O)CC(C)(C)CC2=O. The result is 1 (blocker). (5) The compound is O=C1COc2ccc(CNC34CCC(CCc5c(F)cnc6ccc(OCC7(CO)CC7)nc56)(CC3)OC4)nc2N1. The result is 1 (blocker). (6) The molecule is O=C(O)Cc1ccccc1N1CCC(CN2CCC(Oc3ccc(Cl)c(Cl)c3)CC2)CC1. The result is 0 (non-blocker). (7) The drug is Cc1c[nH]c2c(Nc3nc(N[C@@H]4CCCC[C@H]4N)cc4nc[nH]c(=O)c34)cccc12. The result is 0 (non-blocker).